The task is: Predict the reaction yield, written as a fraction of the theoretical maximum amount of product (1.0 means a 100% yield; for example, 0.34 means a 34% yield).. This data is from Reaction yield outcomes from USPTO patents with 853,638 reactions. (1) The reactants are [Cl:1][C:2]1[CH:3]=[C:4]([OH:8])[CH:5]=[CH:6][CH:7]=1.[O:9]=[CH:10][C:11]([OH:13])=[O:12].Cl. The catalyst is [OH-].[Na+]. The product is [Cl:1][C:2]1[CH:3]=[C:4]([OH:8])[CH:5]=[CH:6][C:7]=1[CH:10]([OH:9])[C:11]([OH:13])=[O:12]. The yield is 0.120. (2) The product is [CH3:31][O:30][C:28]1[CH:27]=[C:25]([NH:26][CH:2]([C:14]2[CH:15]=[N:16][C:17]([CH3:20])=[CH:18][CH:19]=2)[C:3]([C:5]2[C:13]3[C:8](=[CH:9][CH:10]=[CH:11][CH:12]=3)[NH:7][CH:6]=2)=[O:4])[CH:24]=[C:23]([O:22][CH3:21])[CH:29]=1. The yield is 0.430. The catalyst is C(#N)C. The reactants are Br[CH:2]([C:14]1[CH:15]=[N:16][C:17]([CH3:20])=[CH:18][CH:19]=1)[C:3]([C:5]1[C:13]2[C:8](=[CH:9][CH:10]=[CH:11][CH:12]=2)[NH:7][CH:6]=1)=[O:4].[CH3:21][O:22][C:23]1[CH:24]=[C:25]([CH:27]=[C:28]([O:30][CH3:31])[CH:29]=1)[NH2:26]. (3) The reactants are [C:1]([C:5]1[CH:6]=[C:7]([NH2:17])[N:8]([C:10]2[CH:15]=[CH:14][C:13]([CH3:16])=[CH:12][CH:11]=2)[N:9]=1)([CH3:4])([CH3:3])[CH3:2].N1C=CC=CC=1.[Cl:24][CH2:25][C:26](Cl)=[O:27]. The catalyst is C(Cl)Cl.C(=O)(O)[O-].[Na+]. The product is [C:1]([C:5]1[CH:6]=[C:7]([NH:17][C:26](=[O:27])[CH2:25][Cl:24])[N:8]([C:10]2[CH:11]=[CH:12][C:13]([CH3:16])=[CH:14][CH:15]=2)[N:9]=1)([CH3:4])([CH3:3])[CH3:2]. The yield is 1.00. (4) The reactants are [Cl:1][C:2]1[CH:7]=[CH:6][C:5]([C:8]2[NH:12][CH:11]=[C:10]([C:13]([O:15]C)=[O:14])[C:9]=2[CH3:17])=[C:4]([C:18]([F:21])([F:20])[F:19])[CH:3]=1.[OH-].[Na+].C(O)=O. The catalyst is CO. The product is [Cl:1][C:2]1[CH:7]=[CH:6][C:5]([C:8]2[NH:12][CH:11]=[C:10]([C:13]([OH:15])=[O:14])[C:9]=2[CH3:17])=[C:4]([C:18]([F:21])([F:19])[F:20])[CH:3]=1. The yield is 0.930. (5) The reactants are [CH2:1]([O:4][C:5]1[CH:13]=[C:12]2[C:8]([CH:9]=[C:10]([CH2:15][OH:16])[N:11]2[CH3:14])=[CH:7][C:6]=1[Br:17])[CH:2]=[CH2:3].N1C=CN=C1.[CH3:23][C:24]([Si:27](Cl)([CH3:29])[CH3:28])([CH3:26])[CH3:25]. No catalyst specified. The product is [CH2:1]([O:4][C:5]1[CH:13]=[C:12]2[C:8]([CH:9]=[C:10]([CH2:15][O:16][Si:27]([C:24]([CH3:26])([CH3:25])[CH3:23])([CH3:29])[CH3:28])[N:11]2[CH3:14])=[CH:7][C:6]=1[Br:17])[CH:2]=[CH2:3]. The yield is 0.850. (6) The reactants are [Li+].[CH:2]([N:5]1[C:9]([C:10]2[N:19]=[C:18]3[N:12]([CH2:13][CH2:14][O:15][C:16]4[CH:23]=[C:22]([NH:24][CH2:25][C:26]([O-])=[O:27])[CH:21]=[CH:20][C:17]=43)[CH:11]=2)=[N:8][CH:7]=[N:6]1)([CH3:4])[CH3:3].C([N:31]=C=NCCCN(C)C)C.O.ON1C2C=CC=CC=2N=N1.CCN(C(C)C)C(C)C.[Cl-].[NH4+]. The catalyst is CN(C=O)C. The product is [CH:2]([N:5]1[C:9]([C:10]2[N:19]=[C:18]3[C:17]4[CH:20]=[CH:21][C:22]([NH:24][CH2:25][C:26]([NH2:31])=[O:27])=[CH:23][C:16]=4[O:15][CH2:14][CH2:13][N:12]3[CH:11]=2)=[N:8][CH:7]=[N:6]1)([CH3:4])[CH3:3]. The yield is 0.370. (7) The reactants are [C:1]([O:5][C:6](=[O:9])[CH:7]=[CH2:8])([CH3:4])([CH3:3])[CH3:2].[NH:10]1[CH:14]=[CH:13][CH:12]=[N:11]1.N1(C2CCCCCCCCCC2)CCCN=CCCCCC1. The catalyst is C(#N)C.CCCCCC. The product is [C:1]([O:5][C:6](=[O:9])[CH2:7][CH2:8][N:10]1[CH:14]=[CH:13][CH:12]=[N:11]1)([CH3:4])([CH3:3])[CH3:2]. The yield is 0.940. (8) The reactants are [CH3:1][N:2]([S:21]([C:24]1[S:25][CH:26]=[CH:27][CH:28]=1)(=[O:23])=[O:22])[C:3]1[CH:4]=[CH:5][CH:6]=[C:7]2[C:11]=1[NH:10][C:9]([C:12]1[S:13][CH:14]([CH2:17][C:18](O)=[O:19])[CH2:15][N:16]=1)=[CH:8]2.N1(O)C2C=CC=CC=2N=N1.Cl.[CH3:40][N:41](C)[CH2:42]CCN=C=NCC.CNC. The catalyst is C(OCC)(=O)C.O1CCCC1.CN(C)C=O. The product is [CH3:40][N:41]([CH3:42])[C:18](=[O:19])[CH2:17][CH:14]1[S:13][C:12]([C:9]2[NH:10][C:11]3[C:7]([CH:8]=2)=[CH:6][CH:5]=[CH:4][C:3]=3[N:2]([CH3:1])[S:21]([C:24]2[S:25][CH:26]=[CH:27][CH:28]=2)(=[O:23])=[O:22])=[N:16][CH2:15]1. The yield is 0.300. (9) The reactants are [N+:1]([C:4]1[CH:9]=[CH:8][CH:7]=[CH:6][C:5]=1[S:10]([N:13]1[CH2:17][CH2:16][C@@H:15]([C:18](=O)[CH2:19][CH2:20][CH:21]=[CH2:22])[CH2:14]1)(=[O:12])=[O:11])([O-:3])=[O:2].[C:24]([O-:27])(=O)[CH3:25].[NH4+].FC(F)(F)[CH2:31][OH:32].[C:35]([N+:39]#[C-])([CH3:38])([CH3:37])[CH3:36].[N-:41]=C=O. No catalyst specified. The product is [C:24]([NH:41][C:18]([C@@H:15]1[CH2:16][CH2:17][N:13]([S:10]([C:5]2[CH:6]=[CH:7][CH:8]=[CH:9][C:4]=2[N+:1]([O-:3])=[O:2])(=[O:12])=[O:11])[CH2:14]1)([CH2:19][CH2:20][CH:21]=[CH2:22])[C:31]([NH:39][C:35]([CH3:38])([CH3:37])[CH3:36])=[O:32])(=[O:27])[CH3:25]. The yield is 0.684. (10) The reactants are Br[C:2]1[CH:3]=[C:4]([CH:8]([NH:14][C:15]([C@@H:17]2[CH2:22][CH2:21][CH2:20][N:19]([C:23](=[O:39])[CH2:24][CH2:25][CH:26]3[CH2:31][CH2:30][N:29]([C:32]([O:34][C:35]([CH3:38])([CH3:37])[CH3:36])=[O:33])[CH2:28][CH2:27]3)[CH2:18]2)=[O:16])[CH2:9][C:10]([O:12][CH3:13])=[O:11])[CH:5]=[N:6][CH:7]=1.[OH:40][C:41]1[CH:42]=[C:43](B(O)O)[CH:44]=[CH:45][CH:46]=1.[F-].[K+]. The catalyst is C1(C)C=CC=CC=1.C(O)C.O.C1C=CC([P]([Pd]([P](C2C=CC=CC=2)(C2C=CC=CC=2)C2C=CC=CC=2)([P](C2C=CC=CC=2)(C2C=CC=CC=2)C2C=CC=CC=2)[P](C2C=CC=CC=2)(C2C=CC=CC=2)C2C=CC=CC=2)(C2C=CC=CC=2)C2C=CC=CC=2)=CC=1. The product is [OH:40][C:41]1[CH:46]=[C:45]([C:2]2[CH:3]=[C:4]([CH:8]([NH:14][C:15]([C@@H:17]3[CH2:22][CH2:21][CH2:20][N:19]([C:23](=[O:39])[CH2:24][CH2:25][CH:26]4[CH2:27][CH2:28][N:29]([C:32]([O:34][C:35]([CH3:37])([CH3:36])[CH3:38])=[O:33])[CH2:30][CH2:31]4)[CH2:18]3)=[O:16])[CH2:9][C:10]([O:12][CH3:13])=[O:11])[CH:5]=[N:6][CH:7]=2)[CH:44]=[CH:43][CH:42]=1. The yield is 0.580.